This data is from Catalyst prediction with 721,799 reactions and 888 catalyst types from USPTO. The task is: Predict which catalyst facilitates the given reaction. (1) Reactant: C([O:5][C:6](=[O:38])[CH2:7][O:8][CH2:9][C:10]([CH3:37])([CH3:36])[CH2:11][O:12][C:13]1[C:14]2[C:21]([C:22]3[CH:27]=[CH:26][C:25]([O:28][CH3:29])=[CH:24][CH:23]=3)=[C:20]([C:30]3[CH:35]=[CH:34][CH:33]=[CH:32][CH:31]=3)[O:19][C:15]=2[N:16]=[CH:17][N:18]=1)(C)(C)C.FC(F)(F)C(O)=O. Product: [CH3:29][O:28][C:25]1[CH:24]=[CH:23][C:22]([C:21]2[C:14]3[C:13]([O:12][CH2:11][C:10]([CH3:37])([CH3:36])[CH2:9][O:8][CH2:7][C:6]([OH:38])=[O:5])=[N:18][CH:17]=[N:16][C:15]=3[O:19][C:20]=2[C:30]2[CH:35]=[CH:34][CH:33]=[CH:32][CH:31]=2)=[CH:27][CH:26]=1. The catalyst class is: 4. (2) Reactant: [C:1]([O:4][C:5]1[CH:10]=[CH:9][C:8]([O:11]C=O)=[CH:7][C:6]=1[O:14]C)(=O)C.O.[Li+].[OH-]. Product: [CH3:1][O:4][C:5]1[CH:10]=[CH:9][C:8]([OH:11])=[CH:7][C:6]=1[OH:14]. The catalyst class is: 1. (3) Reactant: [Cl:1][C:2]1[C:3]2[S:10][CH:9]=[C:8]([CH3:11])[C:4]=2[N:5]=[CH:6][N:7]=1.O.[NH2:13][NH2:14]. Product: [ClH:1].[CH3:11][C:8]1[C:4]2[N:5]=[CH:6][N:7]=[C:2]([NH:13][NH2:14])[C:3]=2[S:10][CH:9]=1. The catalyst class is: 8.